This data is from Catalyst prediction with 721,799 reactions and 888 catalyst types from USPTO. The task is: Predict which catalyst facilitates the given reaction. (1) Reactant: [N:1]1([C:6]2[CH:11]=[CH:10][C:9]([S:12]([NH:15][C:16]3[CH:20]=[CH:19][S:18][C:17]=3[C:21]([O:23]C)=[O:22])(=[O:14])=[O:13])=[CH:8][CH:7]=2)[CH:5]=[CH:4][CH:3]=[N:2]1.[OH-].[Na+]. Product: [N:1]1([C:6]2[CH:11]=[CH:10][C:9]([S:12]([NH:15][C:16]3[CH:20]=[CH:19][S:18][C:17]=3[C:21]([OH:23])=[O:22])(=[O:14])=[O:13])=[CH:8][CH:7]=2)[CH:5]=[CH:4][CH:3]=[N:2]1. The catalyst class is: 83. (2) Reactant: [CH3:1]/[C:2](/[CH2:9][CH2:10][CH2:11]/[CH:12]=[CH:13]\[CH2:14]/[CH:15]=[CH:16]\[CH2:17]/[CH:18]=[CH:19]\[CH2:20]/[CH:21]=[CH:22]\[CH2:23]/[CH:24]=[CH:25]\[CH2:26][CH3:27])=[CH:3]\[C:4]([O:6]CC)=[O:5].[Li+].[OH-].Cl. Product: [CH3:1]/[C:2](/[CH2:9][CH2:10][CH2:11]/[CH:12]=[CH:13]\[CH2:14]/[CH:15]=[CH:16]\[CH2:17]/[CH:18]=[CH:19]\[CH2:20]/[CH:21]=[CH:22]\[CH2:23]/[CH:24]=[CH:25]\[CH2:26][CH3:27])=[CH:3]\[C:4]([OH:6])=[O:5]. The catalyst class is: 24. (3) Reactant: [CH2:1]([N:3]1[CH2:8][CH2:7][N:6]2[N:9]=[C:10]([N+:12]([O-])=O)[CH:11]=[C:5]2[CH2:4]1)[CH3:2]. Product: [CH2:1]([N:3]1[CH2:8][CH2:7][N:6]2[N:9]=[C:10]([NH2:12])[CH:11]=[C:5]2[CH2:4]1)[CH3:2]. The catalyst class is: 256. (4) Reactant: [Cl:1][C:2]1[CH:7]=[C:6]([Cl:8])[C:5]([C:9]2[N:17]=[C:16]([Cl:18])[N:15]=[C:14]3[C:10]=2[N:11]=[CH:12][N:13]3[CH2:19][C:20]2[CH:25]=[CH:24][C:23]([O:26][CH3:27])=[CH:22][CH:21]=2)=[CH:4][C:3]=1[OH:28].[CH2:29]([N:31]([CH2:35][CH3:36])[CH2:32][CH2:33]O)[CH3:30].C1(P(C2C=CC=CC=2)C2C=CC=CC=2)C=CC=CC=1.N(C(OC(C)C)=O)=NC(OC(C)C)=O. Product: [Cl:1][C:2]1[CH:7]=[C:6]([Cl:8])[C:5]([C:9]2[N:17]=[C:16]([Cl:18])[N:15]=[C:14]3[C:10]=2[N:11]=[CH:12][N:13]3[CH2:19][C:20]2[CH:21]=[CH:22][C:23]([O:26][CH3:27])=[CH:24][CH:25]=2)=[CH:4][C:3]=1[O:28][CH2:30][CH2:29][N:31]([CH2:35][CH3:36])[CH2:32][CH3:33]. The catalyst class is: 7.